This data is from Reaction yield outcomes from USPTO patents with 853,638 reactions. The task is: Predict the reaction yield, written as a fraction of the theoretical maximum amount of product (1.0 means a 100% yield; for example, 0.34 means a 34% yield). (1) The reactants are [CH2:1]([O:8][C:9]1[C:24]([O:25][CH3:26])=[CH:23][C:12]([C:13]([N:15]2[CH2:19][C:18](=[CH2:20])[CH2:17][C@H:16]2[CH2:21][OH:22])=[O:14])=[C:11]([N+:27]([O-])=O)[CH:10]=1)[C:2]1[CH:7]=[CH:6][CH:5]=[CH:4][CH:3]=1.Cl[Sn]Cl.CO.C(Cl)(Cl)Cl.CO. The catalyst is CCOC(C)=O. The product is [NH2:27][C:11]1[CH:10]=[C:9]([O:8][CH2:1][C:2]2[CH:3]=[CH:4][CH:5]=[CH:6][CH:7]=2)[C:24]([O:25][CH3:26])=[CH:23][C:12]=1[C:13]([N:15]1[CH2:19][C:18](=[CH2:20])[CH2:17][C@H:16]1[CH2:21][OH:22])=[O:14]. The yield is 0.630. (2) The reactants are C([O:8][CH2:9][CH2:10][NH:11][C:12]1[N:17]=[C:16]([C:18]([N:20]2[CH2:25][CH2:24][CH:23]([N:26]3[CH2:30][CH2:29][CH2:28][CH2:27]3)[CH2:22][CH2:21]2)=[O:19])[C:15]([CH3:31])=[CH:14][C:13]=1[C:32]1[CH:37]=[CH:36][CH:35]=[C:34]([C:38]([F:41])([F:40])[F:39])[CH:33]=1)C1C=CC=CC=1.Cl.[H][H]. The catalyst is CO.[Pd]. The product is [OH:8][CH2:9][CH2:10][NH:11][C:12]1[N:17]=[C:16]([C:18]([N:20]2[CH2:21][CH2:22][CH:23]([N:26]3[CH2:27][CH2:28][CH2:29][CH2:30]3)[CH2:24][CH2:25]2)=[O:19])[C:15]([CH3:31])=[CH:14][C:13]=1[C:32]1[CH:37]=[CH:36][CH:35]=[C:34]([C:38]([F:39])([F:41])[F:40])[CH:33]=1. The yield is 0.770.